This data is from Full USPTO retrosynthesis dataset with 1.9M reactions from patents (1976-2016). The task is: Predict the reactants needed to synthesize the given product. (1) Given the product [C:19]([O:1][C:2]1[CH:3]=[C:4]([CH:8]=[C:9]([O:11][CH2:12][C:13]2[CH:18]=[CH:17][CH:16]=[CH:15][CH:14]=2)[CH:10]=1)[C:5]([OH:7])=[O:6])(=[O:21])[CH3:20], predict the reactants needed to synthesize it. The reactants are: [OH:1][C:2]1[CH:3]=[C:4]([CH:8]=[C:9]([O:11][CH2:12][C:13]2[CH:18]=[CH:17][CH:16]=[CH:15][CH:14]=2)[CH:10]=1)[C:5]([OH:7])=[O:6].[C:19](OC(=O)C)(=[O:21])[CH3:20].N1C=CC=CC=1. (2) Given the product [F:16][C:15]1[CH:14]=[CH:13][CH:12]=[C:5]([O:6][CH2:7][CH2:8][CH2:9][CH2:10][O:11][CH2:18][CH2:19][CH2:20][CH2:21][CH3:22])[C:4]=1[F:3], predict the reactants needed to synthesize it. The reactants are: [H-].[Na+].[F:3][C:4]1[C:15]([F:16])=[CH:14][CH:13]=[CH:12][C:5]=1[O:6][CH2:7][CH2:8][CH2:9][CH2:10][OH:11].Br[CH2:18][CH2:19][CH2:20][CH2:21][CH3:22]. (3) Given the product [CH3:1][C:2]1[CH:7]=[CH:6][C:5]([S:8]([O:11][CH2:12][C:13]23[CH2:20][CH2:19][C:16]([C:51]4[S:50][C:49]([CH3:48])=[N:53][C:52]=4[C:54]4[CH:55]=[CH:56][CH:57]=[CH:58][CH:59]=4)([CH2:17][CH2:18]2)[O:15][CH2:14]3)(=[O:10])=[O:9])=[CH:4][CH:3]=1, predict the reactants needed to synthesize it. The reactants are: [CH3:1][C:2]1[CH:7]=[CH:6][C:5]([S:8]([O:11][CH2:12][C:13]23[CH2:20][CH2:19][C:16](C4C=CC=C(OC5C=CC=CC=5)C=4)([CH2:17][CH2:18]2)[O:15][CH2:14]3)(=[O:10])=[O:9])=[CH:4][CH:3]=1.BrC1C=CC=C(OC2C=CC=CC=2)C=1.[CH3:48][C:49]1[S:50][CH:51]=[C:52]([C:54]2[CH:59]=[CH:58][CH:57]=[CH:56][CH:55]=2)[N:53]=1. (4) Given the product [CH3:19][C:20]1[N:1]=[C:2]2[CH:7]=[CH:6][C:5]([CH3:8])=[CH:4][N:3]2[C:18]=1[NH:17][C:10]([CH3:16])([CH3:9])[CH2:11][C:12]([CH3:15])([CH3:14])[CH3:13], predict the reactants needed to synthesize it. The reactants are: [NH2:1][C:2]1[CH:7]=[CH:6][C:5]([CH3:8])=[CH:4][N:3]=1.[CH3:9][C:10]([N+:17]#[C-:18])([CH3:16])[CH2:11][C:12]([CH3:15])([CH3:14])[CH3:13].[CH:19](=O)[CH3:20]. (5) Given the product [C:1]([CH2:4][NH:5][CH:6]1[CH2:10][CH2:9][N:8]([C:11]2[CH:12]=[CH:13][C:14]([NH:17][C:18]([C:20]3([C:23]4[CH:28]=[CH:27][C:26]([O:29][CH2:30][CH2:31][CH2:32][CH3:33])=[CH:25][CH:24]=4)[CH2:21][CH2:22]3)=[O:19])=[CH:15][CH:16]=2)[CH2:7]1)(=[O:3])[CH3:2], predict the reactants needed to synthesize it. The reactants are: [C:1]([CH2:4][NH:5][CH:6]1[CH2:10][CH2:9][N:8]([C:11]2[CH:16]=[CH:15][C:14]([NH:17][C:18]([C:20]3([C:23]4[CH:28]=[CH:27][C:26]([OH:29])=[CH:25][CH:24]=4)[CH2:22][CH2:21]3)=[O:19])=[CH:13][CH:12]=2)[CH2:7]1)(=[O:3])[CH3:2].[CH2:30](Br)[CH2:31][CH2:32][CH3:33]. (6) Given the product [O:1]=[C:2]1[CH2:6][CH2:5][C:4]2([CH2:11][CH2:10][CH2:9][N:8]([C:12]([O:14][C:15]([CH3:18])([CH3:17])[CH3:16])=[O:13])[CH2:7]2)[CH2:3]1, predict the reactants needed to synthesize it. The reactants are: [OH:1][CH:2]1[CH2:6][CH2:5][C:4]2([CH2:11][CH2:10][CH2:9][N:8]([C:12]([O:14][C:15]([CH3:18])([CH3:17])[CH3:16])=[O:13])[CH2:7]2)[CH2:3]1.CC(OI1(OC(C)=O)(OC(C)=O)OC(=O)C2C=CC=CC1=2)=O. (7) Given the product [NH2:26][C:21]1[CH:22]=[CH:23][CH:24]=[CH:25][C:20]=1[C:18]1[N:19]=[C:15]([NH:14][C:12](=[O:13])[CH2:11][O:10][C:3]2[C:2]([CH3:29])=[CH:7][C:6]([CH3:8])=[CH:5][C:4]=2[CH3:9])[NH:16][CH:17]=1, predict the reactants needed to synthesize it. The reactants are: Cl.[C:2]1([CH3:29])[CH:7]=[C:6]([CH3:8])[CH:5]=[C:4]([CH3:9])[C:3]=1[O:10][CH2:11][C:12]([NH:14][C:15]1[NH:16][CH:17]=[C:18]([C:20]2[CH:25]=[CH:24][CH:23]=[CH:22][C:21]=2[N+:26]([O-])=O)[N:19]=1)=[O:13]. (8) The reactants are: [C:1]([O:9][CH2:10][CH:11]1[CH2:16][CH2:15][CH:14]([CH2:17][N:18]([CH2:39][C:40]2[CH:45]=[CH:44][CH:43]=[CH:42][CH:41]=2)[S:19]([NH:22][C:23](=[O:38])[C:24]2[CH:29]=[C:28]([C:30]([F:33])([F:32])[F:31])[CH:27]=[C:26]([C:34]([F:37])([F:36])[F:35])[CH:25]=2)(=[O:21])=[O:20])[CH2:13][CH2:12]1)(=[O:8])C1C=CC=CC=1.[CH2:46]([N:53]=C=O)[C:47]1[CH:52]=[CH:51][CH:50]=[CH:49][CH:48]=1.C(Cl)(=O)C1C=CC=CC=1. Given the product [CH2:46]([NH:53][C:1](=[O:8])[O:9][CH2:10][CH:11]1[CH2:12][CH2:13][CH:14]([CH2:17][N:18]([CH2:39][C:40]2[CH:41]=[CH:42][CH:43]=[CH:44][CH:45]=2)[S:19]([NH:22][C:23](=[O:38])[C:24]2[CH:25]=[C:26]([C:34]([F:37])([F:36])[F:35])[CH:27]=[C:28]([C:30]([F:32])([F:31])[F:33])[CH:29]=2)(=[O:21])=[O:20])[CH2:15][CH2:16]1)[C:47]1[CH:52]=[CH:51][CH:50]=[CH:49][CH:48]=1, predict the reactants needed to synthesize it.